From a dataset of Catalyst prediction with 721,799 reactions and 888 catalyst types from USPTO. Predict which catalyst facilitates the given reaction. (1) Reactant: [C:1]([O:5][C:6](=[O:48])[NH:7][C:8](=[N:29][C:30](=[O:47])[CH2:31][C:32]([C:37]1[CH:42]=[CH:41][C:40]([O:43][CH2:44][CH:45]=[CH2:46])=[CH:39][CH:38]=1)=[N:33][O:34][CH2:35][CH3:36])[CH2:9][C:10]1[CH:15]=[C:14]([Cl:16])[C:13]([NH:17][C:18](=[O:27])[CH2:19][NH:20][CH2:21][CH2:22][CH2:23][CH2:24][CH:25]=[CH2:26])=[C:12]([Cl:28])[CH:11]=1)([CH3:4])([CH3:3])[CH3:2].C(N(C(C)C)CC)(C)C.[CH3:58][C:59]([O:62][C:63](O[C:63]([O:62][C:59]([CH3:61])([CH3:60])[CH3:58])=[O:64])=[O:64])([CH3:61])[CH3:60]. Product: [C:1]([O:5][C:6](=[O:48])[NH:7][C:8](=[N:29][C:30](=[O:47])[CH2:31][C:32]([C:37]1[CH:42]=[CH:41][C:40]([O:43][CH2:44][CH:45]=[CH2:46])=[CH:39][CH:38]=1)=[N:33][O:34][CH2:35][CH3:36])[CH2:9][C:10]1[CH:15]=[C:14]([Cl:16])[C:13]([NH:17][C:18](=[O:27])[CH2:19][N:20]([CH2:21][CH2:22][CH2:23][CH2:24][CH:25]=[CH2:26])[C:63]([O:62][C:59]([CH3:61])([CH3:60])[CH3:58])=[O:64])=[C:12]([Cl:28])[CH:11]=1)([CH3:2])([CH3:4])[CH3:3]. The catalyst class is: 4. (2) Reactant: [CH2:1]([NH2:4])[CH:2]=[CH2:3].C(O)(=O)C.C(O[BH-](OC(=O)C)OC(=O)C)(=O)C.[Na+].[NH:23]1[C:31]2[C:26](=[CH:27][CH:28]=[CH:29][C:30]=2[CH:32]=O)[CH:25]=[CH:24]1. Product: [CH2:1]([NH:4][CH2:32][C:30]1[CH:29]=[CH:28][CH:27]=[C:26]2[C:31]=1[NH:23][CH:24]=[CH:25]2)[CH:2]=[CH2:3]. The catalyst class is: 417. (3) Reactant: [F:1][C:2]1[CH:3]=[C:4]2[C:8](=[CH:9][CH:10]=1)[N:7]([CH2:11][C:12]([OH:14])=[O:13])[C:6]([CH3:15])=[C:5]2[C:16]1[C:25]2[C:20](=[CH:21][CH:22]=[CH:23][CH:24]=2)[C:19](=[O:26])[N:18]([CH2:27][C:28]([NH:30][NH2:31])=O)[N:17]=1.COC(OC)[N:35]([CH3:37])C.N[C:41]1[CH:46]=[CH:45][CH:44]=[CH:43][CH:42]=1. Product: [F:1][C:2]1[CH:3]=[C:4]2[C:8](=[CH:9][CH:10]=1)[N:7]([CH2:11][C:12]([OH:14])=[O:13])[C:6]([CH3:15])=[C:5]2[C:16]1[C:25]2[C:20](=[CH:21][CH:22]=[CH:23][CH:24]=2)[C:19](=[O:26])[N:18]([CH2:27][C:28]2[N:30]([C:41]3[CH:46]=[CH:45][CH:44]=[CH:43][CH:42]=3)[N:31]=[CH:37][N:35]=2)[N:17]=1. The catalyst class is: 3. (4) Reactant: [NH2:1][C:2]1[S:6][C:5]([S:7][CH2:8][C:9]2[C:19]3[CH2:18][CH2:17][N:16]([C:20]([O:22][C:23]([CH3:26])([CH3:25])[CH3:24])=[O:21])[CH2:15][CH2:14][C:13]=3[CH:12]=[CH:11][C:10]=2[Cl:27])=[N:4][N:3]=1.[CH:28]1([CH:31]=O)[CH2:30][CH2:29]1.C(O[BH-](OC(=O)C)OC(=O)C)(=O)C.[Na+].C(O)(=O)C.C([O-])(O)=O.[Na+]. Product: [C:23]([O:22][C:20]([N:16]1[CH2:17][CH2:18][C:19]2[C:9]([CH2:8][S:7][C:5]3[S:6][C:2]([NH:1][CH2:31][CH:28]4[CH2:30][CH2:29]4)=[N:3][N:4]=3)=[C:10]([Cl:27])[CH:11]=[CH:12][C:13]=2[CH2:14][CH2:15]1)=[O:21])([CH3:24])([CH3:26])[CH3:25]. The catalyst class is: 26. (5) Reactant: [CH3:1][C:2]1[N:29]=[C:5]2[NH:6][C:7](=[O:28])[C:8]([CH2:13][C:14]3[CH:19]=[CH:18][C:17]([C:20]4[C:21]([C:26]#[N:27])=[CH:22][CH:23]=[CH:24][CH:25]=4)=[CH:16][CH:15]=3)=[C:9]([CH2:10][CH2:11][CH3:12])[N:4]2[N:3]=1.[CH3:30][C:31]1([CH2:35]O)[CH2:34][O:33][CH2:32]1.C(P(CCCC)CCCC)CCC.N(C(N1CCCCC1)=O)=NC(N1CCCCC1)=O. Product: [CH3:1][C:2]1[N:29]=[C:5]2[N:6]([CH2:30][C:31]3([CH3:35])[CH2:34][O:33][CH2:32]3)[C:7](=[O:28])[C:8]([CH2:13][C:14]3[CH:19]=[CH:18][C:17]([C:20]4[C:21]([C:26]#[N:27])=[CH:22][CH:23]=[CH:24][CH:25]=4)=[CH:16][CH:15]=3)=[C:9]([CH2:10][CH2:11][CH3:12])[N:4]2[N:3]=1. The catalyst class is: 56. (6) Reactant: [OH2:1].[NH2:2][NH2:3].[C:4](#[N:8])/[CH:5]=[CH:6]/[CH3:7].CO[C:11]1[CH:12]=[CH:13][C:14]([CH:17]=O)=[CH:15][CH:16]=1.[CH2:19]1COCC1. Product: [CH3:19][O:1][C:11]1[CH:16]=[CH:15][C:14]([CH2:17][N:2]2[C:4]([NH2:8])=[CH:5][C:6]([CH3:7])=[N:3]2)=[CH:13][CH:12]=1. The catalyst class is: 6. (7) The catalyst class is: 96. Product: [Cl:33][C:14]1[CH:13]=[CH:12][C:11]2[C:10]([S:7]([NH:6][CH:1]3[CH2:2][CH2:3][CH2:4][CH2:5]3)(=[O:9])=[O:8])=[CH:19][C:18]([C:20]3[C:21]([CH3:26])=[N:22][O:23][C:24]=3[CH3:25])=[CH:17][C:16]=2[N:15]=1. Reactant: [CH:1]1([NH:6][S:7]([C:10]2[C:11]3[CH:12]=[CH:13][CH:14]=[N:15][C:16]=3[CH:17]=[C:18]([C:20]3[C:21]([CH3:26])=[N:22][O:23][C:24]=3[CH3:25])[CH:19]=2)(=[O:9])=[O:8])[CH2:5][CH2:4][CH2:3][CH2:2]1.C1C=C([Cl:33])C=C(C(OO)=O)C=1. (8) Reactant: [CH3:1][O:2][C:3]([C:5]1[C:13]2[C:8](=[CH:9][CH:10]=[CH:11][CH:12]=2)[NH:7][N:6]=1)=[O:4].[CH3:14][C:15](C)([O-])[CH3:16].[K+]. Product: [CH3:1][O:2][C:3]([C:5]1[C:13]2[C:8](=[CH:9][CH:10]=[CH:11][CH:12]=2)[N:7]([CH:15]([CH3:16])[CH3:14])[N:6]=1)=[O:4]. The catalyst class is: 7.